The task is: Predict the reactants needed to synthesize the given product.. This data is from Full USPTO retrosynthesis dataset with 1.9M reactions from patents (1976-2016). Given the product [C:14]([O:13][C:11]([N:9]1[C:8]2[CH:18]=[CH:19][CH:20]=[C:21]([C:22]3[CH:27]=[C:26]([Cl:28])[CH:25]=[CH:24][C:23]=3[Cl:29])[C:7]=2[O:6][C@H:5]([CH2:4][NH2:1])[CH2:10]1)=[O:12])([CH3:17])([CH3:16])[CH3:15], predict the reactants needed to synthesize it. The reactants are: [N:1]([CH2:4][C@@H:5]1[CH2:10][N:9]([C:11]([O:13][C:14]([CH3:17])([CH3:16])[CH3:15])=[O:12])[C:8]2[CH:18]=[CH:19][CH:20]=[C:21]([C:22]3[CH:27]=[C:26]([Cl:28])[CH:25]=[CH:24][C:23]=3[Cl:29])[C:7]=2[O:6]1)=[N+]=[N-].C1(P(C2C=CC=CC=2)C2C=CC=CC=2)C=CC=CC=1.O.